This data is from Reaction yield outcomes from USPTO patents with 853,638 reactions. The task is: Predict the reaction yield, written as a fraction of the theoretical maximum amount of product (1.0 means a 100% yield; for example, 0.34 means a 34% yield). (1) The reactants are [F:1][C:2]1[CH:3]=[CH:4][C:5]2[C:14]([CH:15]=1)=[C:13]1[C:8]([CH:9]=[CH:10][CH:11]=[CH:12]1)=[N:7][C:6]=2[NH2:16].[C:17](Cl)(=O)[CH3:18].C(=O)(O)[O-].[Na+]. The catalyst is O.C(O)(C)C. The product is [F:1][C:2]1[CH:3]=[CH:4][C:5]2[C:6]3[N:7]([CH:17]=[CH:18][N:16]=3)[C:8]3[CH:9]=[CH:10][CH:11]=[CH:12][C:13]=3[C:14]=2[CH:15]=1. The yield is 0.520. (2) The reactants are [C-:1]#[N:2].[Na+].[NH2:4][C:5]1[CH:10]=[CH:9][C:8]([CH3:11])=[CH:7][CH:6]=1.[C:12]1(=O)[CH2:15][CH2:14][CH2:13]1.C(OCC)(=O)C. The catalyst is C(O)(=O)C. The product is [CH3:11][C:8]1[CH:9]=[CH:10][C:5]([NH:4][C:12]2([C:1]#[N:2])[CH2:15][CH2:14][CH2:13]2)=[CH:6][CH:7]=1. The yield is 0.920.